This data is from Catalyst prediction with 721,799 reactions and 888 catalyst types from USPTO. The task is: Predict which catalyst facilitates the given reaction. (1) Reactant: [N:1]([C:4]1[C:9]([CH3:10])=[CH:8][N:7]=[CH:6][C:5]=1[C:11]([O:13][CH2:14][CH3:15])=[O:12])=[N+]=[N-].[H][H]. Product: [NH2:1][C:4]1[C:9]([CH3:10])=[CH:8][N:7]=[CH:6][C:5]=1[C:11]([O:13][CH2:14][CH3:15])=[O:12]. The catalyst class is: 29. (2) Reactant: [CH3:1][C:2]1[C:3]([CH3:36])=[CH:4][C:5]2[N:14]([CH2:15][CH2:16][N:17]3[CH2:22][CH2:21][CH:20]([C:23]([O:25][CH2:26][C:27]4[CH:32]=[CH:31][CH:30]=[CH:29][CH:28]=4)=[O:24])[CH2:19][CH2:18]3)[C:13]3[C:8]([C:9](=[O:34])[NH:10][C:11](=[O:33])[N:12]=3)=[N:7][C:6]=2[CH:35]=1.C(=O)([O-])[O-].[K+].[K+].[C:43]([O:46][CH2:47]Cl)(=[O:45])[CH3:44].O. Product: [C:43]([O:46][CH2:47][N:10]1[C:9](=[O:34])[C:8]2[C:13]([N:14]([CH2:15][CH2:16][N:17]3[CH2:22][CH2:21][CH:20]([C:23]([O:25][CH2:26][C:27]4[CH:32]=[CH:31][CH:30]=[CH:29][CH:28]=4)=[O:24])[CH2:19][CH2:18]3)[C:5]3[CH:4]=[C:3]([CH3:36])[C:2]([CH3:1])=[CH:35][C:6]=3[N:7]=2)=[N:12][C:11]1=[O:33])(=[O:45])[CH3:44]. The catalyst class is: 16. (3) Reactant: [N+:1]([C:4]1[CH:5]=[N:6][CH:7]=[CH:8][C:9]=1[NH2:10])([O-:3])=[O:2].C(N(CC)CC)C.[CH3:18][C:19]([O:22][C:23](O[C:23]([O:22][C:19]([CH3:21])([CH3:20])[CH3:18])=[O:24])=[O:24])([CH3:21])[CH3:20]. Product: [C:19]([O:22][C:23](=[O:24])[NH:10][C:9]1[CH:8]=[CH:7][N:6]=[CH:5][C:4]=1[N+:1]([O-:3])=[O:2])([CH3:21])([CH3:20])[CH3:18]. The catalyst class is: 64. (4) Reactant: [Cl:1][C:2]1[N:11]=[C:10]2[C:5]([C:6](=[O:18])[C:7]([C:15]([OH:17])=[O:16])=[CH:8][N:9]2[CH:12]2[CH2:14][CH2:13]2)=[CH:4][C:3]=1[F:19].[CH2:20](Br)[C:21]1[CH:26]=[CH:25][CH:24]=[CH:23][CH:22]=1.C([O-])([O-])=O.[K+].[K+]. Product: [Cl:1][C:2]1[N:11]=[C:10]2[C:5]([C:6](=[O:18])[C:7]([C:15]([O:17][CH2:20][C:21]3[CH:26]=[CH:25][CH:24]=[CH:23][CH:22]=3)=[O:16])=[CH:8][N:9]2[CH:12]2[CH2:14][CH2:13]2)=[CH:4][C:3]=1[F:19]. The catalyst class is: 3. (5) Reactant: [OH:1][C:2]1[CH:10]=[CH:9][C:5]([C:6]([OH:8])=[O:7])=[CH:4][N:3]=1.[N+:11]([O-])([OH:13])=[O:12]. Product: [OH:1][C:2]1[C:10]([N+:11]([O-:13])=[O:12])=[CH:9][C:5]([C:6]([OH:8])=[O:7])=[CH:4][N:3]=1. The catalyst class is: 65. (6) Reactant: [F:1][C:2]1[CH:10]=[C:9]2[C:5]([C:6]([C:11]3[CH:12]=[C:13]4[C:17](=[CH:18][CH:19]=3)[N:16]([CH2:20][CH2:21][C:22]([OH:24])=O)[N:15]=[CH:14]4)=[CH:7][NH:8]2)=[CH:4][CH:3]=1.Cl.[CH3:26][S:27]([CH2:30][CH2:31][NH2:32])(=[O:29])=[O:28].CN(C(ON1N=NC2C=CC=NC1=2)=[N+](C)C)C.F[P-](F)(F)(F)(F)F.CCN(C(C)C)C(C)C. Product: [F:1][C:2]1[CH:10]=[C:9]2[C:5]([C:6]([C:11]3[CH:12]=[C:13]4[C:17](=[CH:18][CH:19]=3)[N:16]([CH2:20][CH2:21][C:22]([NH:32][CH2:31][CH2:30][S:27]([CH3:26])(=[O:29])=[O:28])=[O:24])[N:15]=[CH:14]4)=[CH:7][NH:8]2)=[CH:4][CH:3]=1. The catalyst class is: 18. (7) Reactant: [CH3:1][CH:2]([CH2:6][C:7]1[CH:12]=[CH:11][C:10]([O:13][CH3:14])=[CH:9][CH:8]=1)[C:3]([OH:5])=O.C1(=O)C2C(=CC=CC=2)CC1. Product: [CH3:14][O:13][C:10]1[CH:11]=[C:12]2[C:7]([CH2:6][CH:2]([CH3:1])[C:3]2=[O:5])=[CH:8][CH:9]=1. The catalyst class is: 6.